This data is from Full USPTO retrosynthesis dataset with 1.9M reactions from patents (1976-2016). The task is: Predict the reactants needed to synthesize the given product. (1) Given the product [NH2:12][C:13]1[C:22]2[C:17](=[C:18]([C:2]3[CH:3]=[C:4]4[N:10]=[CH:9][N:8]([CH3:11])[C:5]4=[N:6][CH:7]=3)[C:19]([CH3:23])=[CH:20][CH:21]=2)[N:16]=[N:15][C:14]=1[C:25]([NH2:27])=[O:26], predict the reactants needed to synthesize it. The reactants are: Br[C:2]1[CH:3]=[C:4]2[N:10]=[CH:9][N:8]([CH3:11])[C:5]2=[N:6][CH:7]=1.[NH2:12][C:13]1[C:22]2[C:17](=[C:18](Br)[C:19]([CH3:23])=[CH:20][CH:21]=2)[N:16]=[N:15][C:14]=1[C:25]([NH2:27])=[O:26]. (2) Given the product [CH3:1][S:2]([C:3]1[N:8]=[C:7]([C:9]2[S:10][C:11]3[CH:19]=[CH:18][CH:17]=[CH:16][C:12]=3[C:13](=[O:15])[N:14]=2)[CH:6]=[CH:5][CH:4]=1)=[O:28], predict the reactants needed to synthesize it. The reactants are: [CH3:1][S:2][C:3]1[N:8]=[C:7]([C:9]2[S:10][C:11]3[CH:19]=[CH:18][CH:17]=[CH:16][C:12]=3[C:13](=[O:15])[N:14]=2)[CH:6]=[CH:5][CH:4]=1.ClC1C=CC=C(C(OO)=[O:28])C=1. (3) Given the product [Br:51][C:48]1[CH:49]=[C:50]2[C:45](=[CH:46][CH:47]=1)[C:44](=[O:52])[NH:43][C:42](=[O:53])/[C:41]/2=[CH:40]\[NH:39][CH2:38][C:37]1[CH:54]=[CH:55][C:34]([NH:33][C:69](=[O:70])[CH:68]([Cl:72])[Cl:67])=[C:35]([OH:56])[CH:36]=1, predict the reactants needed to synthesize it. The reactants are: OC1C=C(CN/C=C2\C(=O)NC(=O)C3C\2=CC(I)=CC=3)C=CC=1NC(=O)C1C=CC=CC=1.[NH2:33][C:34]1[CH:55]=[CH:54][C:37]([CH2:38][NH:39]/[CH:40]=[C:41]2\[C:42](=[O:53])[NH:43][C:44](=[O:52])[C:45]3[C:50]\2=[CH:49][C:48]([Br:51])=[CH:47][CH:46]=3)=[CH:36][C:35]=1[O:56][Si](C(C)C)(C(C)C)C(C)C.[Cl:67][CH:68]([Cl:72])[C:69](Cl)=[O:70]. (4) Given the product [F:1][C:2]1[CH:7]=[CH:6][CH:5]=[CH:4][C:3]=1[C:8]1[C:20]2[C:19]3[C:14](=[CH:15][C:16]([CH3:28])=[C:17]([O:21][C:22]4[CH:27]=[N:26][CH:25]=[N:24][CH:23]=4)[CH:18]=3)[NH:13][C:12]=2[C:11]([C:29]([OH:31])=[O:30])=[N:10][CH:9]=1, predict the reactants needed to synthesize it. The reactants are: [F:1][C:2]1[CH:7]=[CH:6][CH:5]=[CH:4][C:3]=1[C:8]1[C:20]2[C:19]3[C:14](=[CH:15][C:16]([CH3:28])=[C:17]([O:21][C:22]4[CH:23]=[N:24][CH:25]=[N:26][CH:27]=4)[CH:18]=3)[NH:13][C:12]=2[C:11]([C:29]([O:31]CC)=[O:30])=[N:10][CH:9]=1.[OH-].[Na+]. (5) Given the product [ClH:1].[NH2:28][CH2:27][CH2:26][CH2:25][C:24]1[N:14]([C@H:7]2[CH2:6][CH2:5][C:4]3[C:9](=[CH:10][C:11]([F:13])=[CH:12][C:3]=3[F:2])[CH2:8]2)[C:41](=[S:40])[NH:42][CH:23]=1, predict the reactants needed to synthesize it. The reactants are: [ClH:1].[F:2][C:3]1[CH:12]=[C:11]([F:13])[CH:10]=[C:9]2[C:4]=1[CH2:5][CH2:6][C@H:7]([NH2:14])[CH2:8]2.[Si](O[CH2:23][C:24](=O)[CH2:25][CH2:26][CH2:27][N:28]1C(=O)C2C(=CC=CC=2)C1=O)(C(C)(C)C)(C)C.[S-:40][C:41]#[N:42].[K+].C(O)(=O)C.[BH4-].[Na+]. (6) Given the product [OH:13][C@@H:11]([CH:8]1[CH2:9][CH2:10][N:5]([C:21]([O:23][CH:24]([CH3:26])[CH3:25])=[O:22])[CH2:6][CH2:7]1)[CH3:12], predict the reactants needed to synthesize it. The reactants are: C(O)(=O)C.[NH:5]1[CH2:10][CH2:9][CH:8]([C@H:11]([OH:13])[CH3:12])[CH2:7][CH2:6]1.C([O-])([O-])=O.[K+].[K+].Cl[C:21]([O:23][CH:24]([CH3:26])[CH3:25])=[O:22]. (7) Given the product [CH3:1][O:2][C:3]([C:5]1[S:6][C:7]([Br:11])=[CH:8][C:9]=1[O:10][CH:19]([C:14]1[CH:15]=[CH:16][CH:17]=[CH:18][C:13]=1[Cl:12])[CH3:20])=[O:4], predict the reactants needed to synthesize it. The reactants are: [CH3:1][O:2][C:3]([C:5]1[S:6][C:7]([Br:11])=[CH:8][C:9]=1[OH:10])=[O:4].[Cl:12][C:13]1[CH:18]=[CH:17][CH:16]=[CH:15][C:14]=1[CH:19](O)[CH3:20].C1(P(C2C=CC=CC=2)C2C=CC=CC=2)C=CC=CC=1.CCOC(/N=N/C(OCC)=O)=O. (8) Given the product [CH3:1][C:2]1([CH3:32])[C@@H:5]([C:6]2[N:10]3[C:11]4[CH:17]=[CH:16][N:15]([S:18]([C:21]5[CH:22]=[CH:23][C:24]([CH3:25])=[CH:26][CH:27]=5)(=[O:20])=[O:19])[C:12]=4[N:13]=[CH:14][C:9]3=[N:8][N:7]=2)[CH2:4][C@H:3]1[NH2:28], predict the reactants needed to synthesize it. The reactants are: [CH3:1][C:2]1([CH3:32])[C@@H:5]([C:6]2[N:10]3[C:11]4[CH:17]=[CH:16][N:15]([S:18]([C:21]5[CH:27]=[CH:26][C:24]([CH3:25])=[CH:23][CH:22]=5)(=[O:20])=[O:19])[C:12]=4[N:13]=[CH:14][C:9]3=[N:8][N:7]=2)[CH2:4][C@H:3]1[NH:28]C(=O)C.C(N[C@@H]1C[C@H](C(O)=O)C1(C)C)(=O)C.CCN(C(C)C)C(C)C.Cl. (9) Given the product [Br:50][C:11]1[C:12]2[N:16]=[C:15]([N:17]3[CH2:22][CH2:21][O:20][C@@H:19]4[CH2:23][CH2:24][CH2:25][C@@H:18]34)[N:14]([CH2:26][C@H:27]3[CH2:32][CH2:31][C@H:30]([CH3:33])[CH2:29][CH2:28]3)[C:13]=2[C:8]([C:4]2[CH:5]=[N:6][CH:7]=[C:2]([Cl:1])[CH:3]=2)=[N:9][C:10]=1[C:34]#[N:35], predict the reactants needed to synthesize it. The reactants are: [Cl:1][C:2]1[CH:3]=[C:4]([C:8]2[C:13]3[N:14]([CH2:26][C@H:27]4[CH2:32][CH2:31][C@H:30]([CH3:33])[CH2:29][CH2:28]4)[C:15]([N:17]4[CH2:22][CH2:21][O:20][C@@H:19]5[CH2:23][CH2:24][CH2:25][C@@H:18]45)=[N:16][C:12]=3[CH:11]=[C:10]([C:34]#[N:35])[N:9]=2)[CH:5]=[N:6][CH:7]=1.[Cl-].[Li+].CC1(C)CCCC(C)(C)N1[Mg]Cl.[Br:50]N1C(C)(C)C(=O)N(Br)C1=O. (10) The reactants are: [OH:1][CH2:2][CH:3]([CH3:28])[O:4][C:5]1[CH:13]=[C:12]2[C:8]([CH:9]=[CH:10][N:11]2[C:14]2[N:18]([CH3:19])[N:17]=[C:16]([CH3:20])[C:15]=2/[CH:21]=[CH:22]/[C:23]([O:25][CH2:26][CH3:27])=[O:24])=[CH:7][CH:6]=1.[H-].[Na+].[CH3:31]I.O. Given the product [CH3:31][O:1][CH2:2][CH:3]([CH3:28])[O:4][C:5]1[CH:13]=[C:12]2[C:8]([CH:9]=[CH:10][N:11]2[C:14]2[N:18]([CH3:19])[N:17]=[C:16]([CH3:20])[C:15]=2/[CH:21]=[CH:22]/[C:23]([O:25][CH2:26][CH3:27])=[O:24])=[CH:7][CH:6]=1, predict the reactants needed to synthesize it.